From a dataset of Full USPTO retrosynthesis dataset with 1.9M reactions from patents (1976-2016). Predict the reactants needed to synthesize the given product. (1) The reactants are: [CH3:1][O:2][C:3](=[O:18])[C:4]1[CH:9]=[CH:8][C:7]([NH:10][C:11]([C:13]2[CH:17]=[CH:16][NH:15][N:14]=2)=[O:12])=[CH:6][CH:5]=1.[CH2:19]([C:24]1[CH:32]=[CH:31][C:27]([C:28](Cl)=[O:29])=[CH:26][CH:25]=1)[CH2:20][CH2:21][CH2:22][CH3:23]. Given the product [CH3:1][O:2][C:3](=[O:18])[C:4]1[CH:5]=[CH:6][C:7]([NH:10][C:11]([C:13]2[CH:17]=[CH:16][N:15]([C:28](=[O:29])[C:27]3[CH:31]=[CH:32][C:24]([CH2:19][CH2:20][CH2:21][CH2:22][CH3:23])=[CH:25][CH:26]=3)[N:14]=2)=[O:12])=[CH:8][CH:9]=1, predict the reactants needed to synthesize it. (2) Given the product [CH3:8][O:9][C:10]([C@H:12]1[CH2:13][N:14]([C:43](=[O:44])[C@@H:42]([NH:41][C:39]([O:38][C:34]([CH3:35])([CH3:37])[CH3:36])=[O:40])[CH:46]([CH3:48])[CH3:47])[CH2:15][CH2:16][N:17]1[C:18](=[O:26])[C:19]1[CH:24]=[CH:23][C:22]([Cl:25])=[CH:21][CH:20]=1)=[O:11], predict the reactants needed to synthesize it. The reactants are: FC(F)(F)C(O)=O.[CH3:8][O:9][C:10]([C@@H:12]1[N:17]([C:18](=[O:26])[C:19]2[CH:24]=[CH:23][C:22]([Cl:25])=[CH:21][CH:20]=2)[CH2:16][CH2:15][N:14](C(OC(C)(C)C)=O)[CH2:13]1)=[O:11].[C:34]([O:38][C:39]([NH:41][C@@H:42]([CH:46]([CH3:48])[CH3:47])[C:43](O)=[O:44])=[O:40])([CH3:37])([CH3:36])[CH3:35].CCN(C(C)C)C(C)C.CN(C(ON1N=NC2C=CC=CC1=2)=[N+](C)C)C.F[P-](F)(F)(F)(F)F. (3) Given the product [C:24]([NH:28][S:29]([C:32]1[S:33][C:34]([C:2]2[N:3]=[CH:4][N:5]([C:7]3[N:8]=[C:9]([CH3:23])[CH:10]=[C:11]([C:13]4[CH:18]=[CH:17][C:16]([C:19]([F:22])([F:21])[F:20])=[CH:15][CH:14]=4)[N:12]=3)[CH:6]=2)=[CH:35][CH:36]=1)(=[O:30])=[O:31])([CH3:27])([CH3:25])[CH3:26], predict the reactants needed to synthesize it. The reactants are: I[C:2]1[N:3]=[CH:4][N:5]([C:7]2[N:12]=[C:11]([C:13]3[CH:18]=[CH:17][C:16]([C:19]([F:22])([F:21])[F:20])=[CH:15][CH:14]=3)[CH:10]=[C:9]([CH3:23])[N:8]=2)[CH:6]=1.[C:24]([NH:28][S:29]([C:32]1[S:33][C:34](B2OC(C)(C)C(C)(C)O2)=[CH:35][CH:36]=1)(=[O:31])=[O:30])([CH3:27])([CH3:26])[CH3:25]. (4) Given the product [CH2:1]([O:8][C:9]1[CH:10]=[CH:11][C:12]([C:15]2[N:19]([C:20]3[CH:25]=[CH:24][C:23]([O:26][CH3:27])=[CH:22][CH:21]=3)[N:18]=[C:17]([O:28][CH:30]([CH3:32])[CH3:31])[CH:16]=2)=[CH:13][CH:14]=1)[C:2]1[CH:7]=[CH:6][CH:5]=[CH:4][CH:3]=1, predict the reactants needed to synthesize it. The reactants are: [CH2:1]([O:8][C:9]1[CH:14]=[CH:13][C:12]([C:15]2[N:19]([C:20]3[CH:25]=[CH:24][C:23]([O:26][CH3:27])=[CH:22][CH:21]=3)[N:18]=[C:17]([OH:28])[CH:16]=2)=[CH:11][CH:10]=1)[C:2]1[CH:7]=[CH:6][CH:5]=[CH:4][CH:3]=1.I[CH:30]([CH3:32])[CH3:31].C(=O)([O-])[O-].[K+].[K+]. (5) Given the product [Br:1][C:2]1[CH:3]=[C:4]2[C:9](=[CH:10][CH:11]=1)[N:8]=[CH:7][C:6]([C:12]([CH:14]1[CH2:16][CH2:15]1)=[O:13])=[C:5]2[NH:29][C:26]1[CH:27]=[N:28][C:23]([O:22][CH2:21][CH2:20][N:19]([CH3:30])[CH3:18])=[CH:24][CH:25]=1, predict the reactants needed to synthesize it. The reactants are: [Br:1][C:2]1[CH:3]=[C:4]2[C:9](=[CH:10][CH:11]=1)[N:8]=[CH:7][C:6]([C:12]([CH:14]1[CH2:16][CH2:15]1)=[O:13])=[C:5]2Cl.[CH3:18][N:19]([CH3:30])[CH2:20][CH2:21][O:22][C:23]1[N:28]=[CH:27][C:26]([NH2:29])=[CH:25][CH:24]=1.